This data is from NCI-60 drug combinations with 297,098 pairs across 59 cell lines. The task is: Regression. Given two drug SMILES strings and cell line genomic features, predict the synergy score measuring deviation from expected non-interaction effect. Drug 1: CC1C(C(CC(O1)OC2CC(OC(C2O)C)OC3=CC4=CC5=C(C(=O)C(C(C5)C(C(=O)C(C(C)O)O)OC)OC6CC(C(C(O6)C)O)OC7CC(C(C(O7)C)O)OC8CC(C(C(O8)C)O)(C)O)C(=C4C(=C3C)O)O)O)O. Drug 2: CCN(CC)CCCC(C)NC1=C2C=C(C=CC2=NC3=C1C=CC(=C3)Cl)OC. Cell line: HCT-15. Synergy scores: CSS=21.1, Synergy_ZIP=-0.228, Synergy_Bliss=0.458, Synergy_Loewe=-9.03, Synergy_HSA=-1.30.